Task: Predict the reaction yield, written as a fraction of the theoretical maximum amount of product (1.0 means a 100% yield; for example, 0.34 means a 34% yield).. Dataset: Reaction yield outcomes from USPTO patents with 853,638 reactions (1) The reactants are [C:1]12([CH2:11][O:12][C:13]3[CH:20]=[CH:19][C:16]([C:17]#[N:18])=[CH:15][C:14]=3[C:21]3(O)[CH2:24][CH2:23][CH2:22]3)[CH2:10][CH:5]3[CH2:6][CH:7]([CH2:9][CH:3]([CH2:4]3)[CH2:2]1)[CH2:8]2.C([SiH](CC)CC)C.FC(F)(F)C(O)=O. The catalyst is C(Cl)Cl.[OH-].[Na+]. The product is [C:1]12([CH2:11][O:12][C:13]3[CH:20]=[CH:19][C:16]([C:17]#[N:18])=[CH:15][C:14]=3[CH:21]3[CH2:24][CH2:23][CH2:22]3)[CH2:2][CH:3]3[CH2:9][CH:7]([CH2:6][CH:5]([CH2:4]3)[CH2:10]1)[CH2:8]2. The yield is 1.00. (2) The reactants are [N:1]([C:4]1[CH:12]=[C:11]([Br:13])[CH:10]=[CH:9][C:5]=1[C:6]([OH:8])=O)=[N+:2]=[N-:3].[NH2:14][C:15]1[CH:20]=[CH:19][C:18]([C:21]([F:24])([F:23])[F:22])=[CH:17][CH:16]=1. The catalyst is O=S(Cl)Cl.CN(C)C1C=CN=CC=1.C(Cl)Cl. The product is [N:1]([C:4]1[CH:12]=[C:11]([Br:13])[CH:10]=[CH:9][C:5]=1[C:6]([NH:14][C:15]1[CH:20]=[CH:19][C:18]([C:21]([F:22])([F:23])[F:24])=[CH:17][CH:16]=1)=[O:8])=[N+:2]=[N-:3]. The yield is 0.840. (3) The reactants are [CH:1]1([CH2:6][CH:7]([N:11]2[C:19]3[C:14](=[CH:15][CH:16]=[CH:17][CH:18]=3)[C:13](=[O:20])[C:12]2=[O:21])[C:8](O)=[O:9])[CH2:5][CH2:4][CH2:3][CH2:2]1.[CH3:22][N:23]1[CH:27]=[CH:26][C:25]([NH2:28])=[N:24]1.C(N(CC)C(C)C)(C)C.F[P-](F)(F)(F)(F)F.N1(O[P+](N(C)C)(N(C)C)N(C)C)C2C=CC=CC=2N=N1. The catalyst is CN(C)C=O.C(OCC)(=O)C. The product is [CH:1]1([CH2:6][CH:7]([N:11]2[C:19]3[C:14](=[CH:15][CH:16]=[CH:17][CH:18]=3)[C:13](=[O:20])[C:12]2=[O:21])[C:8]([NH:28][C:25]2[CH:26]=[CH:27][N:23]([CH3:22])[N:24]=2)=[O:9])[CH2:2][CH2:3][CH2:4][CH2:5]1. The yield is 0.310.